From a dataset of Full USPTO retrosynthesis dataset with 1.9M reactions from patents (1976-2016). Predict the reactants needed to synthesize the given product. (1) Given the product [CH3:11][N:10]1[C:5]2=[N:6][CH:7]=[C:8]([B:18]3[O:22][C:21]([CH3:24])([CH3:23])[C:20]([CH3:26])([CH3:25])[O:19]3)[CH:9]=[C:4]2[C:3]([C:12]2[CH:13]=[N:14][CH:15]=[CH:16][CH:17]=2)=[CH:2]1, predict the reactants needed to synthesize it. The reactants are: Br[C:2]1[N:10]([CH3:11])[C:5]2=[N:6][CH:7]=[CH:8][CH:9]=[C:4]2[C:3]=1[C:12]1[CH:13]=[N:14][CH:15]=[CH:16][CH:17]=1.[B:18]1([B:18]2[O:22][C:21]([CH3:24])([CH3:23])[C:20]([CH3:26])([CH3:25])[O:19]2)[O:22][C:21]([CH3:24])([CH3:23])[C:20]([CH3:26])([CH3:25])[O:19]1.C([O-])(=O)C.[K+]. (2) Given the product [F:25][C:22]1[CH:23]=[CH:24][C:19]([C:9]2[N:8]=[C:7]([CH:26]([C:27]([F:29])([F:28])[F:30])[OH:31])[NH:6][C:10]=2[C:11]2[CH:16]=[CH:15][C:14]([S:36]([CH3:40])(=[O:38])=[O:35])=[CH:13][CH:12]=2)=[CH:20][CH:21]=1, predict the reactants needed to synthesize it. The reactants are: C(OC([N:6]1[C:10]([C:11]2[CH:16]=[CH:15][C:14](SC)=[CH:13][CH:12]=2)=[C:9]([C:19]2[CH:24]=[CH:23][C:22]([F:25])=[CH:21][CH:20]=2)[N:8]=[C:7]1[C:26](=[O:31])[C:27]([F:30])([F:29])[F:28])C)C.[BH4-].[Na+].O[O:35][S:36]([O-:38])=O.[K+].[CH3:40]O. (3) Given the product [C:18]([NH:17][CH:16]([C:15]([N:11]1[CH2:12][CH2:13][CH2:14][C@H:10]1[C:9]([OH:31])=[O:8])=[O:30])[CH2:26][CH:27]([CH3:29])[CH3:28])(=[O:25])[C:19]1[CH:20]=[CH:21][CH:22]=[CH:23][CH:24]=1, predict the reactants needed to synthesize it. The reactants are: C([O:8][C:9](=[O:31])[C@@H:10]1[CH2:14][CH2:13][CH2:12][N:11]1[C:15](=[O:30])[CH:16]([CH2:26][CH:27]([CH3:29])[CH3:28])[NH:17][C:18](=[O:25])[C:19]1[CH:24]=[CH:23][CH:22]=[CH:21][CH:20]=1)C1C=CC=CC=1.[H][H]. (4) Given the product [C:1]([NH:4][CH:5]([CH:29]([C:30]1[CH:35]=[CH:34][C:33]([F:36])=[CH:32][CH:31]=1)[C:26]1[CH:27]=[CH:28][C:23]([F:22])=[CH:24][CH:25]=1)[C:6]([OH:8])=[O:7])(=[O:3])[CH3:2], predict the reactants needed to synthesize it. The reactants are: [C:1]([NH:4][CH:5](C(OCC)=O)[C:6]([O:8]CC)=[O:7])(=[O:3])[CH3:2].CC(C)([O-])C.[Na+].[F:22][C:23]1[CH:28]=[CH:27][C:26]([C:29](Cl)(Cl)[C:30]2[CH:35]=[CH:34][C:33]([F:36])=[CH:32][CH:31]=2)=[CH:25][CH:24]=1.[I-].[K+].[OH-].[Na+]. (5) Given the product [CH3:35][C@@:36]1([C:52]([F:55])([F:53])[F:54])[CH2:51][N:39]2[C:40](=[O:50])[CH:41]=[C:42]([N:44]3[CH2:45][CH2:46][O:47][CH2:48][CH2:49]3)[N:43]=[C:38]2[N:37]1[CH2:14][CH2:13][C:10]1[CH:9]=[CH:8][C:7]([N:4]2[CH2:3][CH2:2][O:1][CH2:6][CH2:5]2)=[CH:12][CH:11]=1, predict the reactants needed to synthesize it. The reactants are: [O:1]1[CH2:6][CH2:5][N:4]([C:7]2[CH:12]=[CH:11][C:10]([CH2:13][CH2:14]O)=[CH:9][CH:8]=2)[CH2:3][CH2:2]1.C1(P(C2C=CC=CC=2)C2C=CC=CC=2)C=CC=CC=1.[CH3:35][C@@:36]1([C:52]([F:55])([F:54])[F:53])[CH2:51][N:39]2[C:40](=[O:50])[CH:41]=[C:42]([N:44]3[CH2:49][CH2:48][O:47][CH2:46][CH2:45]3)[N:43]=[C:38]2[NH:37]1.N(C(OCC)=O)=NC(OCC)=O. (6) Given the product [CH2:1]([O:8][C:9]1[CH:14]=[C:13]([O:15][CH2:16][C:17]2[CH:18]=[CH:19][CH:20]=[CH:21][CH:22]=2)[C:12]([CH:23]([CH3:24])[CH3:25])=[CH:11][C:10]=1[C:26]1[O:30][N:29]=[C:28]([C:31]([NH:33][CH2:34][CH3:35])=[O:32])[C:27]=1[C:36]1[N:40]=[C:39]([NH:46][CH3:45])[O:38][N:37]=1)[C:2]1[CH:7]=[CH:6][CH:5]=[CH:4][CH:3]=1, predict the reactants needed to synthesize it. The reactants are: [CH2:1]([O:8][C:9]1[CH:14]=[C:13]([O:15][CH2:16][C:17]2[CH:22]=[CH:21][CH:20]=[CH:19][CH:18]=2)[C:12]([CH:23]([CH3:25])[CH3:24])=[CH:11][C:10]=1[C:26]1[O:30][N:29]=[C:28]([C:31]([NH:33][CH2:34][CH3:35])=[O:32])[C:27]=1[C:36]1[N:40]=[C:39](C(Cl)(Cl)Cl)[O:38][N:37]=1)[C:2]1[CH:7]=[CH:6][CH:5]=[CH:4][CH:3]=1.[CH3:45][NH2:46]. (7) Given the product [CH3:22][S:23]([NH:26][C:27]1[CH:28]=[C:29]([C:3]2[CH:12]=[C:11]3[C:6]([CH:7]=[CH:8][CH:9]=[C:10]3[N:13]3[CH2:18][CH2:17][N:16]([CH2:19][CH3:34])[CH2:15][CH2:14]3)=[CH:5][CH:4]=2)[CH:30]=[CH:31][CH:32]=1)(=[O:25])=[O:24], predict the reactants needed to synthesize it. The reactants are: C[Sn](C)(C)[C:3]1[CH:12]=[C:11]2[C:6]([CH:7]=[CH:8][CH:9]=[C:10]2[N:13]2[CH2:18][CH2:17][N:16]([CH3:19])[CH2:15][CH2:14]2)=[CH:5][CH:4]=1.[CH3:22][S:23]([NH:26][C:27]1[CH:28]=[C:29](Br)[CH:30]=[CH:31][CH:32]=1)(=[O:25])=[O:24].[CH2:34](N(CC)CC)C.[Cl-].[Li+]. (8) The reactants are: [CH2:1]([N:8]([CH2:26][C:27]1[CH:32]=[CH:31][CH:30]=[CH:29][CH:28]=1)[C:9]([C@@H:11]1[CH2:16][CH2:15][C:14](=[N:17][O:18][CH2:19][C:20]2[CH:25]=[CH:24][CH:23]=[CH:22][CH:21]=2)[CH2:13][NH:12]1)=[O:10])[C:2]1[CH:7]=[CH:6][CH:5]=[CH:4][CH:3]=1.S(=O)(=O)(O)O.[BH4-].[Na+].[OH-].[Na+]. Given the product [CH2:26]([N:8]([CH2:1][C:2]1[CH:7]=[CH:6][CH:5]=[CH:4][CH:3]=1)[C:9]([C@@H:11]1[CH2:16][CH2:15][C@@H:14]([NH:17][O:18][CH2:19][C:20]2[CH:21]=[CH:22][CH:23]=[CH:24][CH:25]=2)[CH2:13][NH:12]1)=[O:10])[C:27]1[CH:28]=[CH:29][CH:30]=[CH:31][CH:32]=1, predict the reactants needed to synthesize it.